Dataset: Forward reaction prediction with 1.9M reactions from USPTO patents (1976-2016). Task: Predict the product of the given reaction. The product is: [OH:3][CH2:4][CH:5]1[CH2:10][CH2:9][CH2:8][N:7]([C:11]2[CH:12]=[CH:13][C:14]([CH3:32])=[C:15]([CH:31]=2)[C:16]([NH:18][C:19]2[C:20]([CH3:30])=[C:21]([CH:26]=[CH:27][C:28]=2[CH3:29])[C:22]([OH:24])=[O:23])=[O:17])[CH2:6]1. Given the reactants [OH-].[Na+].[OH:3][CH2:4][CH:5]1[CH2:10][CH2:9][CH2:8][N:7]([C:11]2[CH:12]=[CH:13][C:14]([CH3:32])=[C:15]([CH:31]=2)[C:16]([NH:18][C:19]2[C:20]([CH3:30])=[C:21]([CH:26]=[CH:27][C:28]=2[CH3:29])[C:22]([O:24]C)=[O:23])=[O:17])[CH2:6]1.CO, predict the reaction product.